This data is from KCNQ2 potassium channel screen with 302,405 compounds. The task is: Binary Classification. Given a drug SMILES string, predict its activity (active/inactive) in a high-throughput screening assay against a specified biological target. The molecule is S=c1n(CC(C)C)c(=O)c2c([nH]1)cc(cc2)C(O)=O. The result is 0 (inactive).